This data is from Peptide-MHC class I binding affinity with 185,985 pairs from IEDB/IMGT. The task is: Regression. Given a peptide amino acid sequence and an MHC pseudo amino acid sequence, predict their binding affinity value. This is MHC class I binding data. (1) The peptide sequence is SFPWLLGCA. The MHC is Patr-A0901 with pseudo-sequence Patr-A0901. The binding affinity (normalized) is 0.792. (2) The peptide sequence is GQVPKFHL. The MHC is Mamu-A07 with pseudo-sequence Mamu-A07. The binding affinity (normalized) is 0. (3) The peptide sequence is WFVGLSPTV. The MHC is Patr-A0901 with pseudo-sequence Patr-A0901. The binding affinity (normalized) is 0.411. (4) The peptide sequence is KMAGGIGLSI. The MHC is HLA-A02:01 with pseudo-sequence HLA-A02:01. The binding affinity (normalized) is 0.790. (5) The peptide sequence is LPFPFLYKFLL. The MHC is HLA-B35:03 with pseudo-sequence HLA-B35:03. The binding affinity (normalized) is 0.578. (6) The peptide sequence is NQLYLTVSF. The MHC is HLA-B15:09 with pseudo-sequence HLA-B15:09. The binding affinity (normalized) is 0.0847. (7) The peptide sequence is SFEPIPIHY. The MHC is HLA-A03:01 with pseudo-sequence HLA-A03:01. The binding affinity (normalized) is 0. (8) The MHC is HLA-A68:02 with pseudo-sequence HLA-A68:02. The binding affinity (normalized) is 0.0847. The peptide sequence is KSNRIPFLY. (9) The peptide sequence is KLTEEIIKL. The MHC is HLA-A02:06 with pseudo-sequence HLA-A02:06. The binding affinity (normalized) is 0.797. (10) The peptide sequence is IWLKLRDVY. The MHC is HLA-A01:01 with pseudo-sequence HLA-A01:01. The binding affinity (normalized) is 0.296.